Dataset: Full USPTO retrosynthesis dataset with 1.9M reactions from patents (1976-2016). Task: Predict the reactants needed to synthesize the given product. The reactants are: [NH2:1][CH2:2][C:3]1[C:4]([C:8]2[N:12]([C:13]3[CH:18]=[CH:17][C:16]([F:19])=[C:15]([Cl:20])[CH:14]=3)C(=O)[O:10][N:9]=2)=[N:5][O:6][N:7]=1.[C:22]1([N:28]=[C:29]=[O:30])[CH:27]=[CH:26][CH:25]=[CH:24][CH:23]=1. Given the product [Cl:20][C:15]1[CH:14]=[C:13]([NH:12][C:8]([C:4]2[C:3]([CH2:2][NH:1][C:29]([NH:28][C:22]3[CH:27]=[CH:26][CH:25]=[CH:24][CH:23]=3)=[O:30])=[N:7][O:6][N:5]=2)=[N:9][OH:10])[CH:18]=[CH:17][C:16]=1[F:19], predict the reactants needed to synthesize it.